This data is from Forward reaction prediction with 1.9M reactions from USPTO patents (1976-2016). The task is: Predict the product of the given reaction. (1) The product is: [CH3:13][O:14][C:15]1[CH:22]=[CH:21][C:18]([CH2:19][N:1]([CH2:19][C:18]2[CH:21]=[CH:22][C:15]([O:14][CH3:13])=[CH:16][CH:17]=2)[C:2]2[CH:9]=[C:8]([CH3:10])[C:5]([C:6]#[N:7])=[CH:4][N:3]=2)=[CH:17][CH:16]=1. Given the reactants [NH2:1][C:2]1[CH:9]=[C:8]([CH3:10])[C:5]([C:6]#[N:7])=[CH:4][N:3]=1.[H-].[Na+].[CH3:13][O:14][C:15]1[CH:22]=[CH:21][C:18]([CH2:19]Cl)=[CH:17][CH:16]=1, predict the reaction product. (2) Given the reactants [Br:1][C:2]1[CH:3]=[N:4][C:5](=[O:18])[N:6]([CH2:8][CH2:9][O:10][Si](C(C)(C)C)(C)C)[CH:7]=1.O1CCCC1, predict the reaction product. The product is: [Br:1][C:2]1[CH:3]=[N:4][C:5](=[O:18])[N:6]([CH2:8][CH2:9][OH:10])[CH:7]=1. (3) Given the reactants [NH2:1][C:2]1[NH:6][C:5]([C:7]([O:9][CH2:10][CH3:11])=[O:8])=[N:4][C:3]=1[C:12]1[CH:17]=[CH:16][CH:15]=[C:14]([Br:18])[CH:13]=1.Br[CH:20](Br)[CH3:21].C(=O)([O-])[O-].[Cs+].[Cs+].CN(C=O)C, predict the reaction product. The product is: [Br:18][C:14]1[CH:13]=[C:12]([C:3]2[N:4]=[C:5]([C:7]([O:9][CH2:10][CH3:11])=[O:8])[N:6]3[CH2:21][CH2:20][NH:1][C:2]=23)[CH:17]=[CH:16][CH:15]=1. (4) Given the reactants [C:1]([C:3]1[CH:10]=[CH:9][C:6]([CH:7]=[O:8])=[CH:5][CH:4]=1)#[N:2].O.C1(C)C=CC(S(O)(=O)=O)=CC=1.[CH2:23](O)[CH2:24][OH:25].[H-].[Al+3].[Li+].[H-].[H-].[H-].C1COCC1.[OH-].[Na+].S([O-])([O-])(=O)=O.[Mg+2], predict the reaction product. The product is: [O:8]1[CH2:23][CH2:24][O:25][CH:7]1[C:6]1[CH:9]=[CH:10][C:3]([CH2:1][NH2:2])=[CH:4][CH:5]=1. (5) Given the reactants Br[C:2]1[CH:7]=[CH:6][C:5]([Cl:8])=[C:4]([Cl:9])[CH:3]=1.[Li]CCCC.[C:15]([O:19][C:20]([N:22]1[CH2:27][CH2:26][C:25]2([CH2:32][CH2:31][C:30](=[O:33])[CH2:29][CH2:28]2)[CH2:24][CH2:23]1)=[O:21])([CH3:18])([CH3:17])[CH3:16], predict the reaction product. The product is: [C:15]([O:19][C:20]([N:22]1[CH2:27][CH2:26][C:25]2([CH2:28][CH2:29][C:30]([C:2]3[CH:7]=[CH:6][C:5]([Cl:8])=[C:4]([Cl:9])[CH:3]=3)([OH:33])[CH2:31][CH2:32]2)[CH2:24][CH2:23]1)=[O:21])([CH3:18])([CH3:16])[CH3:17]. (6) Given the reactants [C:1]1([C:12]([O:14][CH3:15])=[O:13])([C:8]([O:10]C)=O)[CH2:7][CH2:6][CH2:5][CH2:4][CH2:3]C1.[H-].C([Al+]CC(C)C)C(C)C, predict the reaction product. The product is: [CH3:15][O:14][C:12]([C:1]1([CH:8]=[O:10])[CH2:3][CH2:4][CH2:5][CH2:6][CH2:7]1)=[O:13].